Dataset: Forward reaction prediction with 1.9M reactions from USPTO patents (1976-2016). Task: Predict the product of the given reaction. (1) Given the reactants [CH2:1]([C:3]1[CH:8]=[CH:7][C:6]([C:9]#[C:10][CH2:11][OH:12])=[CH:5][CH:4]=1)[CH3:2], predict the reaction product. The product is: [CH2:1]([C:3]1[CH:8]=[CH:7][C:6]([CH2:9][CH2:10][CH2:11][OH:12])=[CH:5][CH:4]=1)[CH3:2]. (2) Given the reactants [O:1]=[C:2]1[N:6]([C:7]2[CH:15]=[CH:14][C:10]([C:11](O)=[O:12])=[CH:9][CH:8]=2)[N:5]=[C:4]2[C:16]3[CH:17]=[CH:18][CH:19]=[CH:20][C:21]=3[S:22][CH:23]=[C:3]12.C(N(C(C)C)CC)(C)C.[CH3:33][N:34]([CH3:39])[CH2:35][CH2:36][CH2:37][NH2:38].F[P-](F)(F)(F)(F)F.N1(OC(=[N+](C)C)N(C)C)C2C=CC=CC=2N=N1, predict the reaction product. The product is: [CH3:33][N:34]([CH3:39])[CH2:35][CH2:36][CH2:37][NH:38][C:11](=[O:12])[C:10]1[CH:9]=[CH:8][C:7]([N:6]2[C:2](=[O:1])[C:3]3=[CH:23][S:22][C:21]4[CH:20]=[CH:19][CH:18]=[CH:17][C:16]=4[C:4]3=[N:5]2)=[CH:15][CH:14]=1.